This data is from Reaction yield outcomes from USPTO patents with 853,638 reactions. The task is: Predict the reaction yield, written as a fraction of the theoretical maximum amount of product (1.0 means a 100% yield; for example, 0.34 means a 34% yield). (1) The reactants are [N:1]1([CH2:7][CH2:8][NH2:9])[CH2:6][CH2:5][CH2:4][CH2:3][CH2:2]1.Cl[C:11]1[N:12]=[N+:13]([O-:24])[C:14]2[CH:20]=[CH:19][C:18]([CH:21]([CH3:23])[CH3:22])=[CH:17][C:15]=2[N:16]=1. The catalyst is COCCOC. The product is [CH:21]([C:18]1[CH:19]=[CH:20][C:14]2[N+:13]([O-:24])=[N:12][C:11]([NH:9][CH2:8][CH2:7][N:1]3[CH2:6][CH2:5][CH2:4][CH2:3][CH2:2]3)=[N:16][C:15]=2[CH:17]=1)([CH3:23])[CH3:22]. The yield is 0.940. (2) The reactants are C([O:3][C:4](=O)[CH2:5][C:6]([CH:8]1[CH2:13][CH2:12][N:11]([C:14]([O:16][CH3:17])=[O:15])[CH:10]([CH2:18][C:19]2[CH:24]=[CH:23][C:22]([S:25]([CH3:28])(=[O:27])=[O:26])=[CH:21][CH:20]=2)[CH2:9]1)=[O:7])C.[OH-].[Na+].[NH2:32]O.Cl. The catalyst is CO.O.C(OCC)(=O)C. The product is [CH3:28][S:25]([C:22]1[CH:23]=[CH:24][C:19]([CH2:18][CH:10]2[CH2:9][CH:8]([C:6]3[O:7][NH:32][C:4](=[O:3])[CH:5]=3)[CH2:13][CH2:12][N:11]2[C:14]([O:16][CH3:17])=[O:15])=[CH:20][CH:21]=1)(=[O:27])=[O:26]. The yield is 0.284.